Dataset: Full USPTO retrosynthesis dataset with 1.9M reactions from patents (1976-2016). Task: Predict the reactants needed to synthesize the given product. (1) Given the product [OH:1][CH2:2][C:3]1[N:36]=[N:37][NH:38][C:4]=1[C:5]1[N:14]=[CH:13][CH:12]=[C:11]2[C:6]=1[CH:7]=[C:8]([C:30]1[CH:31]=[CH:32][CH:33]=[CH:34][CH:35]=1)[C:9]([C:15]1[CH:16]=[CH:17][C:18]([CH2:19][NH:20][C:21](=[O:27])[O:22][C:23]([CH3:24])([CH3:25])[CH3:26])=[CH:28][CH:29]=1)=[N:10]2, predict the reactants needed to synthesize it. The reactants are: [OH:1][CH2:2][C:3]#[C:4][C:5]1[N:14]=[CH:13][CH:12]=[C:11]2[C:6]=1[CH:7]=[C:8]([C:30]1[CH:35]=[CH:34][CH:33]=[CH:32][CH:31]=1)[C:9]([C:15]1[CH:29]=[CH:28][C:18]([CH2:19][NH:20][C:21](=[O:27])[O:22][C:23]([CH3:26])([CH3:25])[CH3:24])=[CH:17][CH:16]=1)=[N:10]2.[N-:36]=[N+:37]=[N-:38].[Na+].O. (2) Given the product [CH:33]([N:4]1[C:5]([C:7]2[N:8]=[C:9]3[C:10]4[CH:11]=[CH:12][C:13]([C:21]5[CH:22]=[N:23][N:24]([CH3:32])[C:25]=5[CH:26]5[CH2:31][CH2:30][CH2:29][N:28]([C:37]([CH3:44])([CH3:43])[C:38]([NH2:48])=[O:39])[CH2:27]5)=[CH:14][C:15]=4[O:16][CH2:17][CH2:18][N:19]3[CH:20]=2)=[N:6][C:2]([CH3:1])=[N:3]1)([CH3:35])[CH3:34], predict the reactants needed to synthesize it. The reactants are: [CH3:1][C:2]1[N:6]=[C:5]([C:7]2[N:8]=[C:9]3[N:19]([CH:20]=2)[CH2:18][CH2:17][O:16][C:15]2[C:10]3=[CH:11][CH:12]=[C:13]([C:21]3[CH:22]=[N:23][N:24]([CH3:32])[C:25]=3[CH:26]3[CH2:31][CH2:30][CH2:29][NH:28][CH2:27]3)[CH:14]=2)[N:4]([CH:33]([CH3:35])[CH3:34])[N:3]=1.Br[C:37]([CH3:44])([CH3:43])[C:38](OCC)=[O:39].O.CC#[N:48]. (3) Given the product [OH:31][C:7]1[C:6]([OH:5])=[CH:11][C:10]([C:12]#[N:13])=[C:9]([CH2:14][C:15]2[CH:20]=[CH:19][C:18]([CH2:21][OH:22])=[CH:17][CH:16]=2)[C:8]=1[C:29]#[N:30], predict the reactants needed to synthesize it. The reactants are: CS([O:5][C:6]1[CH:11]=[C:10]([C:12]#[N:13])[C:9]([CH2:14][C:15]2[CH:20]=[CH:19][C:18]([CH2:21][O:22]C3CCCCO3)=[CH:17][CH:16]=2)=[C:8]([C:29]#[N:30])[C:7]=1[O:31]S(C)(=O)=O)(=O)=O.Cl.[OH-].[Na+]. (4) Given the product [C:37]([OH:42])(=[O:41])[C:38]([OH:40])=[O:39].[CH2:14]([NH2:13])[CH2:15][CH3:16], predict the reactants needed to synthesize it. The reactants are: CCC([O-])(C)C.[Na+].C(O)CC.C[N:13](C)[CH2:14][CH2:15][C@@H:16](C1SC=CC=1)O.FC1C2C(=CC=CC=2)C=CC=1.O.O.[C:37]([OH:42])(=[O:41])[C:38]([OH:40])=[O:39]. (5) Given the product [Cl:1][C:2]1[CH:7]=[CH:6][C:5]([C:8]2[C:14]3[CH:15]=[C:16]([O:19][CH3:20])[CH:17]=[CH:18][C:13]=3[N:12]3[C:21]([CH3:24])=[N:22][N:23]=[C:11]3[C@H:10]([CH2:25][C:26]([NH:45][CH2:44][C:43]([O:42][CH3:41])=[O:46])=[O:27])[N:9]=2)=[CH:4][CH:3]=1, predict the reactants needed to synthesize it. The reactants are: [Cl:1][C:2]1[CH:7]=[CH:6][C:5]([C:8]2[C:14]3[CH:15]=[C:16]([O:19][CH3:20])[CH:17]=[CH:18][C:13]=3[N:12]3[C:21]([CH3:24])=[N:22][N:23]=[C:11]3[C@H:10]([CH2:25][C:26](O)=[O:27])[N:9]=2)=[CH:4][CH:3]=1.CCN=C=NCCCN(C)C.Cl.[CH3:41][O:42][C:43](=[O:46])[CH2:44][NH2:45].C1C=CC2N(O)N=NC=2C=1. (6) The reactants are: [CH3:1][O:2][C:3]([N:5]1[C@@H:13]2[C@@H:8]([C@@:9]([OH:23])([C:14]#[C:15][C:16]3[CH:17]=[C:18]([CH3:22])[CH:19]=[CH:20][CH:21]=3)[CH2:10][CH2:11][CH2:12]2)[CH2:7][CH2:6]1)=[O:4].[C:24](O)(=[O:31])[C:25]1[CH:30]=[CH:29][CH:28]=[CH:27][CH:26]=1. Given the product [C:24]([O:23][C@@:9]1([C:14]#[C:15][C:16]2[CH:17]=[C:18]([CH3:22])[CH:19]=[CH:20][CH:21]=2)[CH2:10][CH2:11][CH2:12][C@@H:13]2[C@H:8]1[CH2:7][CH2:6][N:5]2[C:3]([O:2][CH3:1])=[O:4])(=[O:31])[C:25]1[CH:30]=[CH:29][CH:28]=[CH:27][CH:26]=1, predict the reactants needed to synthesize it.